This data is from Catalyst prediction with 721,799 reactions and 888 catalyst types from USPTO. The task is: Predict which catalyst facilitates the given reaction. (1) Reactant: Cl.[S:2]1[CH:6]=[CH:5][CH:4]=[C:3]1[CH2:7][O:8][CH:9]1[CH2:12][NH:11][CH2:10]1.CCN=C=NCCCN(C)C.C1C=CC2N(O)N=NC=2C=1.C(N(C(C)C)CC)(C)C.Cl.[CH3:44][N:45]([CH2:47][C:48]1[C:56]2[C:51](=[N:52][CH:53]=[C:54](/[CH:57]=[CH:58]/[C:59](O)=[O:60])[CH:55]=2)[NH:50][CH:49]=1)[CH3:46]. Product: [CH3:44][N:45]([CH2:47][C:48]1[C:56]2[C:51](=[N:52][CH:53]=[C:54](/[CH:57]=[CH:58]/[C:59]([N:11]3[CH2:12][CH:9]([O:8][CH2:7][C:3]4[S:2][CH:6]=[CH:5][CH:4]=4)[CH2:10]3)=[O:60])[CH:55]=2)[NH:50][CH:49]=1)[CH3:46]. The catalyst class is: 9. (2) Product: [F:13][CH:2]([F:1])[C:3]1[CH:4]=[CH:5][C:6]([F:12])=[C:7]([CH:11]=1)[C:8]([NH:14][C:15]1[CH:20]=[CH:19][CH:18]=[C:17]([S:21](=[O:23])(=[O:22])[NH2:24])[CH:16]=1)=[O:10]. The catalyst class is: 3. Reactant: [F:1][CH:2]([F:13])[C:3]1[CH:4]=[CH:5][C:6]([F:12])=[C:7]([CH:11]=1)[C:8]([OH:10])=O.[NH2:14][C:15]1[CH:16]=[C:17]([S:21]([NH2:24])(=[O:23])=[O:22])[CH:18]=[CH:19][CH:20]=1.CN1CCOCC1.CN(C(ON1N=NC2C=CC=NC1=2)=[N+](C)C)C.F[P-](F)(F)(F)(F)F.Cl.